From a dataset of Catalyst prediction with 721,799 reactions and 888 catalyst types from USPTO. Predict which catalyst facilitates the given reaction. (1) Reactant: [CH3:1][C:2]1[C:7]([CH3:8])=[CH:6][N:5]=[C:4]([N:9]2[C:17](=[O:18])[C:16]3[C:11](=[CH:12][CH:13]=[CH:14][CH:15]=3)[C:10]2=[O:19])[CH:3]=1.C1C=C(Cl)C=C(C(OO)=[O:28])C=1. Product: [O:18]=[C:17]1[C:16]2[C:11](=[CH:12][CH:13]=[CH:14][CH:15]=2)[C:10](=[O:19])[N:9]1[C:4]1[CH:3]=[C:2]([CH3:1])[C:7]([CH3:8])=[CH:6][N+:5]=1[O-:28]. The catalyst class is: 2. (2) Product: [CH3:16][N:17]1[CH:21]=[C:20]([C:22]2[N:27]=[CH:26][N:25]=[C:24]([O:28][C:29]3[CH:30]=[CH:31][C:32]([NH:35][C:13]([N:3]4[CH2:4][CH2:5][N:6]([CH:7]5[CH2:12][CH2:11][O:10][CH2:9][CH2:8]5)[C:2]4=[O:1])=[O:14])=[N:33][CH:34]=3)[CH:23]=2)[CH:19]=[N:18]1. Reactant: [O:1]=[C:2]1[N:6]([CH:7]2[CH2:12][CH2:11][O:10][CH2:9][CH2:8]2)[CH2:5][CH2:4][N:3]1[C:13](Cl)=[O:14].[CH3:16][N:17]1[CH:21]=[C:20]([C:22]2[N:27]=[CH:26][N:25]=[C:24]([O:28][C:29]3[CH:30]=[CH:31][C:32]([NH2:35])=[N:33][CH:34]=3)[CH:23]=2)[CH:19]=[N:18]1. The catalyst class is: 2.